Dataset: Forward reaction prediction with 1.9M reactions from USPTO patents (1976-2016). Task: Predict the product of the given reaction. (1) Given the reactants [NH:1]([C:3]([O:5][C:6]([CH3:9])([CH3:8])[CH3:7])=[O:4])[NH2:2].[C:10](Cl)(=[O:13])[CH2:11][CH3:12], predict the reaction product. The product is: [C:10]([NH:2][NH:1][C:3]([O:5][C:6]([CH3:9])([CH3:8])[CH3:7])=[O:4])(=[O:13])[CH2:11][CH3:12]. (2) Given the reactants [C:1]12[CH2:13][CH2:12][CH2:11][CH2:10][C:9]=1[S:8][C:7]1[C:6](=[O:14])[NH:5][N:4]=[CH:3][C:2]2=1.[C:15]([O:18][CH2:19][C:20]1[C:25]([Br:26])=[CH:24][C:23]([F:27])=[CH:22][C:21]=1Br)(=[O:17])[CH3:16].CNCCNC.C([O-])([O-])=O.[Cs+].[Cs+], predict the reaction product. The product is: [C:15]([O:18][CH2:19][C:20]1[C:21]([N:5]2[C:6](=[O:14])[C:7]3[S:8][C:9]4[CH2:10][CH2:11][CH2:12][CH2:13][C:1]=4[C:2]=3[CH:3]=[N:4]2)=[CH:22][C:23]([F:27])=[CH:24][C:25]=1[Br:26])(=[O:17])[CH3:16]. (3) Given the reactants [CH3:1][C:2]1[CH:3]=[CH:4][C:5]([NH:21][C:22]([C:24]2[CH:25]=[CH:26][C:27]([CH2:30][N:31]3[CH2:36][CH2:35][N:34]([CH3:37])[CH2:33][CH2:32]3)=[CH:28][CH:29]=2)=[O:23])=[CH:6][C:7]=1[NH:8][C:9]1[N:10]=[CH:11][CH:12]=[C:13]([C:15]2[CH:16]=[CH:17][CH:18]=[N:19][CH:20]=2)[N:14]=1.[CH3:38][S:39]([OH:42])(=[O:41])=[O:40], predict the reaction product. The product is: [CH3:1][C:2]1[CH:3]=[CH:4][C:5]([NH:21][C:22]([C:24]2[CH:29]=[CH:28][C:27]([CH2:30][N:31]3[CH2:32][CH2:33][N:34]([CH3:37])[CH2:35][CH2:36]3)=[CH:26][CH:25]=2)=[O:23])=[CH:6][C:7]=1[NH:8][C:9]1[N:10]=[CH:11][CH:12]=[C:13]([C:15]2[CH:16]=[CH:17][CH:18]=[N:19][CH:20]=2)[N:14]=1.[CH3:38][S:39]([OH:42])(=[O:41])=[O:40].[CH3:1][C:2]1[CH:3]=[CH:4][C:5]([NH:21][C:22]([C:24]2[CH:29]=[CH:28][C:27]([CH2:30][N:31]3[CH2:32][CH2:33][N:34]([CH3:37])[CH2:35][CH2:36]3)=[CH:26][CH:25]=2)=[O:23])=[CH:6][C:7]=1[NH:8][C:9]1[N:10]=[CH:11][CH:12]=[C:13]([C:15]2[CH:16]=[CH:17][CH:18]=[N:19][CH:20]=2)[N:14]=1. (4) Given the reactants Br[C:2]1[CH:3]=[C:4]([CH:24]=[C:25]([C:27]([F:30])([F:29])[F:28])[CH:26]=1)[C:5]([N:7]([C:9]1[CH:10]=[N:11][CH:12]=[CH:13][C:14]=1[C:15]1[CH:20]=[CH:19][C:18]([F:21])=[CH:17][C:16]=1[O:22][CH3:23])[CH3:8])=[O:6].[CH3:31][Si:32]([CH3:37])([CH3:36])[CH2:33][CH2:34][SH:35].C1(P(C2C=CC=CC=2)C2C3OC4C(=CC=CC=4P(C4C=CC=CC=4)C4C=CC=CC=4)C(C)(C)C=3C=CC=2)C=CC=CC=1.CCN(C(C)C)C(C)C.[NH4+].[Cl-], predict the reaction product. The product is: [F:21][C:18]1[CH:19]=[CH:20][C:15]([C:14]2[CH:13]=[CH:12][N:11]=[CH:10][C:9]=2[N:7]([CH3:8])[C:5](=[O:6])[C:4]2[CH:3]=[C:2]([S:35][CH2:34][CH2:33][Si:32]([CH3:37])([CH3:36])[CH3:31])[CH:26]=[C:25]([C:27]([F:28])([F:29])[F:30])[CH:24]=2)=[C:16]([O:22][CH3:23])[CH:17]=1.